This data is from Merck oncology drug combination screen with 23,052 pairs across 39 cell lines. The task is: Regression. Given two drug SMILES strings and cell line genomic features, predict the synergy score measuring deviation from expected non-interaction effect. (1) Cell line: NCIH520. Synergy scores: synergy=10.1. Drug 1: N#Cc1ccc(Cn2cncc2CN2CCN(c3cccc(Cl)c3)C(=O)C2)cc1. Drug 2: CNC(=O)c1cc(Oc2ccc(NC(=O)Nc3ccc(Cl)c(C(F)(F)F)c3)cc2)ccn1. (2) Drug 1: Nc1ccn(C2OC(CO)C(O)C2(F)F)c(=O)n1. Drug 2: COC1=C2CC(C)CC(OC)C(O)C(C)C=C(C)C(OC(N)=O)C(OC)C=CC=C(C)C(=O)NC(=CC1=O)C2=O. Cell line: A427. Synergy scores: synergy=7.47. (3) Drug 1: C=CCn1c(=O)c2cnc(Nc3ccc(N4CCN(C)CC4)cc3)nc2n1-c1cccc(C(C)(C)O)n1. Drug 2: C#Cc1cccc(Nc2ncnc3cc(OCCOC)c(OCCOC)cc23)c1. Cell line: SKMES1. Synergy scores: synergy=13.8. (4) Drug 1: CN(Cc1cnc2nc(N)nc(N)c2n1)c1ccc(C(=O)NC(CCC(=O)O)C(=O)O)cc1. Drug 2: C=CCn1c(=O)c2cnc(Nc3ccc(N4CCN(C)CC4)cc3)nc2n1-c1cccc(C(C)(C)O)n1. Cell line: OV90. Synergy scores: synergy=1.18. (5) Drug 1: Cc1nc(Nc2ncc(C(=O)Nc3c(C)cccc3Cl)s2)cc(N2CCN(CCO)CC2)n1. Drug 2: COC1CC2CCC(C)C(O)(O2)C(=O)C(=O)N2CCCCC2C(=O)OC(C(C)CC2CCC(OP(C)(C)=O)C(OC)C2)CC(=O)C(C)C=C(C)C(O)C(OC)C(=O)C(C)CC(C)C=CC=CC=C1C. Cell line: NCIH2122. Synergy scores: synergy=-40.1. (6) Drug 1: CCc1c2c(nc3ccc(O)cc13)-c1cc3c(c(=O)n1C2)COC(=O)C3(O)CC. Drug 2: CNC(=O)c1cc(Oc2ccc(NC(=O)Nc3ccc(Cl)c(C(F)(F)F)c3)cc2)ccn1. Cell line: LNCAP. Synergy scores: synergy=-31.6. (7) Drug 1: O=c1[nH]cc(F)c(=O)[nH]1. Drug 2: CCN(CC)CCNC(=O)c1c(C)[nH]c(C=C2C(=O)Nc3ccc(F)cc32)c1C. Cell line: SKMES1. Synergy scores: synergy=11.9. (8) Drug 1: CN(C)C(=N)N=C(N)N. Drug 2: C#Cc1cccc(Nc2ncnc3cc(OCCOC)c(OCCOC)cc23)c1. Cell line: A2780. Synergy scores: synergy=0.698. (9) Drug 1: CC1CC2C3CCC4=CC(=O)C=CC4(C)C3(F)C(O)CC2(C)C1(O)C(=O)CO. Drug 2: O=C(O)C1(Cc2cccc(Nc3nccs3)n2)CCC(Oc2cccc(Cl)c2F)CC1. Cell line: A2780. Synergy scores: synergy=-4.87. (10) Drug 2: NC1(c2ccc(-c3nc4ccn5c(=O)[nH]nc5c4cc3-c3ccccc3)cc2)CCC1. Synergy scores: synergy=5.48. Drug 1: Nc1ccn(C2OC(CO)C(O)C2(F)F)c(=O)n1. Cell line: LOVO.